This data is from Forward reaction prediction with 1.9M reactions from USPTO patents (1976-2016). The task is: Predict the product of the given reaction. (1) Given the reactants [F:1][C:2]1[CH:7]=[C:6]([Si:8]([CH3:11])([CH3:10])[CH3:9])[CH:5]=[CH:4][C:3]=1[NH2:12].[Li+].C[Si]([N-][Si](C)(C)C)(C)C.Cl[C:24]1[N:32]=[C:31]([Cl:33])[CH:30]=[CH:29][C:25]=1[C:26]([OH:28])=[O:27], predict the reaction product. The product is: [Cl:33][C:31]1[CH:30]=[CH:29][C:25]([C:26]([OH:28])=[O:27])=[C:24]([NH:12][C:3]2[CH:4]=[CH:5][C:6]([Si:8]([CH3:9])([CH3:11])[CH3:10])=[CH:7][C:2]=2[F:1])[N:32]=1. (2) Given the reactants [C:1]1([C:7]2[CH:8]=[CH:9][C:10]([NH2:13])=[N:11][CH:12]=2)[CH:6]=[CH:5][CH:4]=[CH:3][CH:2]=1.[Br:14]N1C(=O)CCC1=O.CCOC(C)=O, predict the reaction product. The product is: [Br:14][C:9]1[C:10]([NH2:13])=[N:11][CH:12]=[C:7]([C:1]2[CH:2]=[CH:3][CH:4]=[CH:5][CH:6]=2)[CH:8]=1. (3) Given the reactants [F:1][C:2]([F:22])([F:21])[C:3]1[CH:8]=[CH:7][CH:6]=[CH:5][C:4]=1[C:9]1[CH:14]=[CH:13][N:12]2[N:15]=[CH:16][C:17]([C:18](O)=[O:19])=[C:11]2[N:10]=1.[CH3:23][C:24]1[N:25]=[CH:26][C:27]([NH2:30])=[N:28][CH:29]=1.B(O)(O)O, predict the reaction product. The product is: [CH3:23][C:24]1[N:25]=[CH:26][C:27]([NH:30][C:18]([C:17]2[CH:16]=[N:15][N:12]3[CH:13]=[CH:14][C:9]([C:4]4[CH:5]=[CH:6][CH:7]=[CH:8][C:3]=4[C:2]([F:21])([F:22])[F:1])=[N:10][C:11]=23)=[O:19])=[N:28][CH:29]=1.